Task: Predict the reactants needed to synthesize the given product.. Dataset: Full USPTO retrosynthesis dataset with 1.9M reactions from patents (1976-2016) (1) Given the product [CH3:19][CH:20]1[NH:21][CH2:22][CH2:23][N:24]([C:2]2[C:7]([O:8][CH2:9][CH2:10][O:11][C:12]3[CH:17]=[CH:16][C:15]([Cl:18])=[CH:14][CH:13]=3)=[N:6][CH:5]=[CH:4][N:3]=2)[CH2:25]1, predict the reactants needed to synthesize it. The reactants are: Cl[C:2]1[C:7]([O:8][CH2:9][CH2:10][O:11][C:12]2[CH:17]=[CH:16][C:15]([Cl:18])=[CH:14][CH:13]=2)=[N:6][CH:5]=[CH:4][N:3]=1.[CH3:19][CH:20]1[CH2:25][NH:24][CH2:23][CH2:22][NH:21]1. (2) Given the product [Cl:18][C:19]1[CH:20]=[C:21]([NH:26][C:27]([NH:17][C:11]2[CH:12]=[CH:13][C:14]([O:15][CH3:16])=[C:9]([C:8]3[N:4]([CH:1]([CH3:3])[CH3:2])[N:5]=[CH:6][CH:7]=3)[CH:10]=2)=[O:28])[CH:22]=[CH:23][C:24]=1[F:25], predict the reactants needed to synthesize it. The reactants are: [CH:1]([N:4]1[C:8]([C:9]2[CH:10]=[C:11]([NH2:17])[CH:12]=[CH:13][C:14]=2[O:15][CH3:16])=[CH:7][CH:6]=[N:5]1)([CH3:3])[CH3:2].[Cl:18][C:19]1[CH:20]=[C:21]([N:26]=[C:27]=[O:28])[CH:22]=[CH:23][C:24]=1[F:25]. (3) Given the product [CH3:1][O:2][C:3]1[CH:8]=[CH:7][C:6]([S:9]([N:12]([C@H:20]([CH2:28][CH3:29])[C:21]([OH:23])=[O:22])[CH2:13][C:14]2[CH:15]=[N:16][CH:17]=[CH:18][CH:19]=2)(=[O:11])=[O:10])=[CH:5][CH:4]=1, predict the reactants needed to synthesize it. The reactants are: [CH3:1][O:2][C:3]1[CH:8]=[CH:7][C:6]([S:9]([N:12]([C@H:20]([CH2:28][CH3:29])[C:21]([O:23]C(C)(C)C)=[O:22])[CH2:13][C:14]2[CH:15]=[N:16][CH:17]=[CH:18][CH:19]=2)(=[O:11])=[O:10])=[CH:5][CH:4]=1. (4) The reactants are: O[CH:2]1[CH2:6][C:5]2([CH2:10][CH2:9][CH2:8][CH2:7]2)[C:4](=[O:11])[O:3]1. Given the product [CH2:2]([CH:2]1[CH2:6][C:5]2([CH2:10][CH2:9][CH2:8][CH2:7]2)[C:4](=[O:11])[O:3]1)[CH2:6][CH:5]=[CH2:4], predict the reactants needed to synthesize it. (5) Given the product [C:20]([C:19]1[C:9]([N:7]2[CH2:8][CH:5]([CH2:4][NH:3][C:30](=[O:31])[CH2:29][C:23]3[CH:28]=[CH:27][CH:26]=[CH:25][CH:24]=3)[CH2:6]2)=[N:10][C:11]([CH3:22])=[C:12]([CH:18]=1)[C:13]([O:15][CH2:16][CH3:17])=[O:14])#[N:21], predict the reactants needed to synthesize it. The reactants are: Cl.Cl.[NH2:3][CH2:4][CH:5]1[CH2:8][N:7]([C:9]2[C:19]([C:20]#[N:21])=[CH:18][C:12]([C:13]([O:15][CH2:16][CH3:17])=[O:14])=[C:11]([CH3:22])[N:10]=2)[CH2:6]1.[C:23]1([CH2:29][C:30](Cl)=[O:31])[CH:28]=[CH:27][CH:26]=[CH:25][CH:24]=1.CCN(C(C)C)C(C)C.CO. (6) The reactants are: [F:1][C:2]([F:15])([F:14])[C:3](=[O:13])[CH2:4][C:5]([C:7]1[CH:12]=[CH:11][CH:10]=[CH:9][CH:8]=1)=[O:6].[N:16]([O-])=[O:17].[Na+]. Given the product [F:1][C:2]([F:14])([F:15])[C:3](=[O:13])[C:4](=[N:16][OH:17])[C:5]([C:7]1[CH:8]=[CH:9][CH:10]=[CH:11][CH:12]=1)=[O:6], predict the reactants needed to synthesize it.